Dataset: Full USPTO retrosynthesis dataset with 1.9M reactions from patents (1976-2016). Task: Predict the reactants needed to synthesize the given product. (1) Given the product [C:1]([C:5]1[CH:6]=[C:7]([NH:26][C:27](=[O:58])[NH:28][CH2:29][C:30]2[CH:56]=[C:55]([F:57])[CH:54]=[CH:53][C:31]=2[CH2:32][O:33][C:34]2[CH:39]=[C:38]([CH3:40])[N:37]([C:41]3[CH:42]=[C:43]([CH:47]=[CH:48][C:49]=3[CH3:50])[C:44]([NH:69][CH2:65][CH2:66][N:67]([CH3:70])[CH3:68])=[O:46])[C:36](=[O:51])[C:35]=2[Cl:52])[N:8]([C:10]2[CH:15]=[CH:14][CH:13]=[C:12]([O:16][CH2:17][CH2:18][O:19][CH:20]3[CH2:25][CH2:24][CH2:23][CH2:22][O:21]3)[CH:11]=2)[N:9]=1)([CH3:3])([CH3:4])[CH3:2], predict the reactants needed to synthesize it. The reactants are: [C:1]([C:5]1[CH:6]=[C:7]([NH:26][C:27](=[O:58])[NH:28][CH2:29][C:30]2[CH:56]=[C:55]([F:57])[CH:54]=[CH:53][C:31]=2[CH2:32][O:33][C:34]2[CH:39]=[C:38]([CH3:40])[N:37]([C:41]3[CH:42]=[C:43]([CH:47]=[CH:48][C:49]=3[CH3:50])[C:44]([OH:46])=O)[C:36](=[O:51])[C:35]=2[Cl:52])[N:8]([C:10]2[CH:15]=[CH:14][CH:13]=[C:12]([O:16][CH2:17][CH2:18][O:19][CH:20]3[CH2:25][CH2:24][CH2:23][CH2:22][O:21]3)[CH:11]=2)[N:9]=1)([CH3:4])([CH3:3])[CH3:2].CNCCNC.[CH:65]1[N:69]=[CH:68][N:67]([C:70](N2C=NC=C2)=O)[CH:66]=1. (2) Given the product [Cl:1][C:2]1[C:3]([Si:19]([CH3:20])([CH3:21])[CH3:22])=[CH:4][C:5]2[N:8]([C:10]([C:11]3[CH:16]=[CH:15][CH:14]=[CH:13][C:12]=3[F:17])=[N:7][N:6]=2)[N:9]=1, predict the reactants needed to synthesize it. The reactants are: [Cl:1][C:2]1[N:7]=[N:6][C:5]([N:8]([C:10](=O)[C:11]2[CH:16]=[CH:15][CH:14]=[CH:13][C:12]=2[F:17])[NH2:9])=[CH:4][C:3]=1[Si:19]([CH3:22])([CH3:21])[CH3:20].BrC(Cl)(Cl)C(Cl)(Cl)Br.C1(P(C2C=CC=CC=2)C2C=CC=CC=2)C=CC=CC=1.C(N(CC)CC)C. (3) Given the product [CH2:36]([O:31][C:29](=[O:30])[CH2:28][C:22]1[CH:23]=[N:24][C:25]([OH:26])=[C:20]([C:11]2[CH:12]=[CH:13][C:14]([C:16]([F:18])([F:19])[F:17])=[CH:15][C:10]=2[CH2:9][N:6]([C:4]([CH:1]2[CH2:2][CH2:3]2)=[O:5])[CH2:7][CH3:8])[CH:21]=1)[CH3:37], predict the reactants needed to synthesize it. The reactants are: [CH:1]1([C:4]([N:6]([CH2:9][C:10]2[CH:15]=[C:14]([C:16]([F:19])([F:18])[F:17])[CH:13]=[CH:12][C:11]=2[C:20]2[CH:21]=[C:22]([CH2:28][C:29]([OH:31])=[O:30])[CH:23]=[N:24][C:25]=2[O:26]C)[CH2:7][CH3:8])=[O:5])[CH2:3][CH2:2]1.S(Cl)(Cl)=O.[CH3:36][CH2:37]O. (4) Given the product [C:9]([OH:17])(=[O:8])[CH:10]([CH:12]([C:14]([OH:28])=[O:15])[OH:13])[OH:11], predict the reactants needed to synthesize it. The reactants are: OC1O[C@H](CO)[C@@H]([O:8][C@@H:9]2[O:17][C@H](CO)[C@H:14]([OH:15])[C@H:12]([OH:13])[C@H:10]2[OH:11])[C@H](O)[C@H]1O.O.C([OH:28])(C)C. (5) Given the product [C:1]([O:5][C:6]([N:8]1[CH2:21][CH2:20][C:11]2[N:12]([C:31]3[CH:36]=[CH:35][CH:34]=[CH:33][CH:32]=3)[C:13]3[CH:14]=[CH:15][C:16]([F:19])=[CH:17][C:18]=3[C:10]=2[CH2:9]1)=[O:7])([CH3:4])([CH3:2])[CH3:3], predict the reactants needed to synthesize it. The reactants are: [C:1]([O:5][C:6]([N:8]1[CH2:21][CH2:20][C:11]2[NH:12][C:13]3[CH:14]=[CH:15][C:16]([F:19])=[CH:17][C:18]=3[C:10]=2[CH2:9]1)=[O:7])([CH3:4])([CH3:3])[CH3:2].[O-]P([O-])([O-])=O.[K+].[K+].[K+].I[C:31]1[CH:36]=[CH:35][CH:34]=[CH:33][CH:32]=1.CNCCNC.